From a dataset of Reaction yield outcomes from USPTO patents with 853,638 reactions. Predict the reaction yield, written as a fraction of the theoretical maximum amount of product (1.0 means a 100% yield; for example, 0.34 means a 34% yield). (1) The reactants are [N+:1]([C:4]1[CH:9]=[CH:8][CH:7]=[CH:6][C:5]=1[CH2:10][C:11](=[O:15])[C:12](O)=[O:13])([O-])=O.[OH-].[Na+].[BH4-].[Na+].Cl.[H][H]. The catalyst is O.CO.[Pd]. The product is [OH:15][CH:11]1[CH2:10][C:5]2[C:4](=[CH:9][CH:8]=[CH:7][CH:6]=2)[NH:1][C:12]1=[O:13]. The yield is 0.870. (2) The reactants are [CH2:1]([N:4]1[CH2:7][CH:6]([C:8]2[CH:13]=[CH:12][C:11]([NH2:14])=[CH:10][CH:9]=2)[CH2:5]1)[CH2:2][CH3:3].[F:15][CH2:16][CH2:17][CH2:18][C:19]1[CH:24]=[CH:23][C:22]([S:25](Cl)(=[O:27])=[O:26])=[CH:21][CH:20]=1. The catalyst is C(Cl)Cl.N1C=CC=CC=1. The product is [F:15][CH2:16][CH2:17][CH2:18][C:19]1[CH:24]=[CH:23][C:22]([S:25]([NH:14][C:11]2[CH:10]=[CH:9][C:8]([CH:6]3[CH2:5][N:4]([CH2:1][CH2:2][CH3:3])[CH2:7]3)=[CH:13][CH:12]=2)(=[O:27])=[O:26])=[CH:21][CH:20]=1. The yield is 0.200. (3) The reactants are Cl[C:2]1[N:7]2[N:8]=[C:9]([CH3:11])[CH:10]=[C:6]2[N:5]=[C:4]([NH:12][C:13](=[O:24])[C:14]2[CH:19]=[CH:18][C:17]([C:20]([OH:23])([CH3:22])[CH3:21])=[CH:16][CH:15]=2)[CH:3]=1.Cl.C(S(N1[CH2:37][CH2:36][NH:35][CH2:34][CH2:33]1)(=O)=O)CC.C(N(CC)C(C)C)(C)C.CN([CH:50]=[O:51])C. The catalyst is CS(C)=O.CO. The product is [OH:23][C:20]([C:17]1[CH:18]=[CH:19][C:14]([C:13]([NH:12][C:4]2[CH:3]=[C:2]([N:35]3[CH2:36][CH2:37][CH2:50][O:51][CH2:33][CH2:34]3)[N:7]3[N:8]=[C:9]([CH3:11])[CH:10]=[C:6]3[N:5]=2)=[O:24])=[CH:15][CH:16]=1)([CH3:22])[CH3:21]. The yield is 0.890. (4) The reactants are [H-].[Na+].Cl[C:4]1[C:13]([Cl:14])=[N:12][C:11]2[C:6](=[CH:7][CH:8]=[CH:9][CH:10]=2)[N:5]=1.[O:15]1[CH2:19][CH2:18][CH2:17][CH2:16]1. No catalyst specified. The product is [Cl:14][C:13]1[C:4]([O:15][CH:19]([C:18]2[CH:4]=[N:5][CH:6]=[CH:16][CH:17]=2)[CH:8]([CH3:9])[CH3:7])=[N:5][C:6]2[C:11](=[CH:10][CH:9]=[CH:8][CH:7]=2)[N:12]=1. The yield is 0.940. (5) The reactants are [NH:1]1[C:9]2[C:4](=[CH:5][CH:6]=[CH:7][C:8]=2[C:10]([OH:12])=O)[CH:3]=[CH:2]1.[CH2:13]([O:15][C:16]([C:18]1([NH2:27])[CH2:26][C:25]2[C:20](=[CH:21][CH:22]=[CH:23][CH:24]=2)[CH2:19]1)=[O:17])[CH3:14].CN(C(ON1N=NC2C=CC=NC1=2)=[N+](C)C)C.F[P-](F)(F)(F)(F)F.CCN(C(C)C)C(C)C. The catalyst is CN(C=O)C. The product is [CH2:13]([O:15][C:16]([C:18]1([NH:27][C:10]([C:8]2[CH:7]=[CH:6][CH:5]=[C:4]3[C:9]=2[NH:1][CH:2]=[CH:3]3)=[O:12])[CH2:26][C:25]2[C:20](=[CH:21][CH:22]=[CH:23][CH:24]=2)[CH2:19]1)=[O:17])[CH3:14]. The yield is 0.700. (6) The reactants are S(Cl)(Cl)=O.[C:5]([NH:8][C:9]1[CH:10]=[C:11]2[C:16](=[CH:17][CH:18]=1)[O:15][CH:14]([CH2:19][C:20]([OH:22])=[O:21])[CH2:13][CH2:12]2)(=[O:7])[CH3:6].N.[Cl-].[NH4+].[CH2:26](O)[CH3:27]. The catalyst is O. The product is [C:5]([NH:8][C:9]1[CH:10]=[C:11]2[C:16](=[CH:17][CH:18]=1)[O:15][CH:14]([CH2:19][C:20]([O:22][CH2:26][CH3:27])=[O:21])[CH2:13][CH2:12]2)(=[O:7])[CH3:6]. The yield is 0.933. (7) The catalyst is O1CCOCC1. The reactants are Cl.Cl.[NH2:3][C:4]1[CH:9]=[CH:8][C:7]([N:10]2[CH2:15][CH2:14][CH:13]([C:16]([OH:18])=[O:17])[CH2:12][CH2:11]2)=[CH:6][CH:5]=1.[OH-].[Na+].[C:21]([O:25][C:26](O[C:26]([O:25][C:21]([CH3:24])([CH3:23])[CH3:22])=[O:27])=[O:27])([CH3:24])([CH3:23])[CH3:22].S([O-])(O)(=O)=O.[K+]. The yield is 0.570. The product is [C:21]([O:25][C:26]([NH:3][C:4]1[CH:9]=[CH:8][C:7]([N:10]2[CH2:11][CH2:12][CH:13]([C:16]([OH:18])=[O:17])[CH2:14][CH2:15]2)=[CH:6][CH:5]=1)=[O:27])([CH3:24])([CH3:23])[CH3:22].